The task is: Binary Classification. Given a miRNA mature sequence and a target amino acid sequence, predict their likelihood of interaction.. This data is from Experimentally validated miRNA-target interactions with 360,000+ pairs, plus equal number of negative samples. (1) The miRNA is hsa-miR-106b-5p with sequence UAAAGUGCUGACAGUGCAGAU. The protein sequence of the target gene is MASMPPTPEAQGPILFEDLAVYFSQEECVTLHPAQRSLSKDGTKESLEDAALMGEEGKPEINQQLSLESMELDELALEKYPIAAPLVPYPEKSSEDGVGNPEAKILSGTPTYKRRVISLLVTIENHTPLVELSEYLGTNTLSEILDSPWEGAKNVYKCPECDQNFSDHSYLVLHQKIHSGEKKHKCGDCGKIFNHRANLRTHRRIHTGEKPYKCAKCSASFRQHSHLSRHMNSHVKEKPYTCSICGRGFMWLPGLAQHQKSHSAENTYESTNCDKHFNEKPNLALPEETFVSGPQYQHTK.... Result: 1 (interaction). (2) The miRNA is cel-miR-253-5p with sequence CUUUUCACACACCUCACUAACA. The protein sequence of the target gene is MMTSVSNDRCRGAREKPQMPTAHAAQSQKQVVQATAEQMRLAQVIFDKNDSDFEAKVKQLMEVTGKNQDECIVALHDCNGDVNKAINILLEGNSDTTSWETVGGKKKNFGRESSENKENREKRTEREASRGRGTNNRKGRGGNRVREFKGEENGIDCSQGDKPAERGKRARGRGFGRGRGRGTGRFSAQSMGTFNPADYSESMSTDGCGTKLAVWEAAQNGTDEGPEGLAKSHSMSQEPPSKSSYGLKGAWKNSVEEWTTEDWTEDLSETKVFTASSAPAENHVTPGHSIDLVALLHKPA.... Result: 0 (no interaction). (3) The miRNA is hsa-miR-4756-5p with sequence CAGGGAGGCGCUCACUCUCUGCU. The protein sequence of the target gene is MLLNGDCPESLKKEAAAAEPPRENGLDEAGPGDETTGQEVIVIQDTGFSVKILAPGIEPFSLQVSPQEMVQEIHQVLMDREDTCHRTCFSLHLDGNVLDHFSELRSVEGLQEGSVLRVVEEPYTVREARIHVRHVRDLLKSLDPSDAFNGVDCNSLSFLSVFTDGDLGDSGKRKKGLEMDPIDCTPPEYILPGSRERPLCPLQPQNRDWKPLQCLKVLTMSGWNPPPGNRKMHGDLMYLFVITAEDRQVSITASTRGFYLNQSTAYHFNPKPASPRFLSHSLVELLNQISPTFKKNFAVL.... Result: 1 (interaction). (4) The miRNA is hsa-miR-4727-3p with sequence AUAGUGGGAAGCUGGCAGAUUC. The protein sequence of the target gene is MESRKLISATDIQYSASLLNSLNEQRGHGLFCDVTVIVEDRKFRAHRNILSASSTYFHQLFSVAGQVVELSFIRAEIFAEILNYIYSSKVVRVRADLLDELIKSGQLLGVKFIAELGVPLSQVKSISGTEQDGTAETLPSSSSDKSLDMEKSKDEAQDNGATVMPIITESFSLSAEDNEMKKIIVTDSDDDDDDDVIFCSEILPAKEDLPSNNTATQVQPNPASVAISEVTPCASNNSPPVTNITPTQLPTPVNQATLSQTQGSEELLVSSASTHLTPNIILLNQAPLTAPPSASSSLPN.... Result: 0 (no interaction). (5) The miRNA is hsa-miR-369-5p with sequence AGAUCGACCGUGUUAUAUUCGC. The protein sequence of the target gene is MALADSARGLPNGGGGGGGSGSSSSSAEPPLFPDIVELNVGGQVYVTRRCTVVSVPDSLLWRMFTQQQPQELARDSKGRFFLDRDGFFFRYILDYLRDLQLVLPDYFPERSRLQREAEYFELPELVRRLGAPQQPGPGPPPPHSRRGVHKEGSLGDELLPLGYAEPEPQEGASAGAPSPTLELASRSPSGGAAGPLLTPSQSLDGSRRSGYITIGYRGSYTIGRDAQADAKFRRVARITVCGKTSLAKEVFGDTLNESRDPDRPPERYTSRYYLKFNFLEQAFDKLSESGFHMVACSSTG.... Result: 0 (no interaction). (6) The miRNA is hsa-miR-6125 with sequence GCGGAAGGCGGAGCGGCGGA. The protein sequence of the target gene is MDGIVTEVAVGVKRGSDELLSGSVLSSPNSNMSSMVVTANGNDSKKFKGEDKMDGAPSRVLHIRKLPGEVTETEVIALGLPFGKVTNILMLKGKNQAFLELATEEAAITMVNYYSAVTPHLRNQPIYIQYSNHKELKTDNTLNQRAQAVLQAVTAVQTANTPLSGTTVSESAVTPAQSPVLRIIIDNMYYPVTLDVLHQIFSKFGAVLKIITFTKNNQFQALLQYGDPVNAQQAKLALDGQNIYNACCTLRIDFSKLVNLNVKYNNDKSRDYTRPDLPSGDGQPALDPAIAAAFAKETSL.... Result: 1 (interaction).